Dataset: Reaction yield outcomes from USPTO patents with 853,638 reactions. Task: Predict the reaction yield, written as a fraction of the theoretical maximum amount of product (1.0 means a 100% yield; for example, 0.34 means a 34% yield). (1) The reactants are [Cl:1][C:2]1[C:7]([CH:8]=[O:9])=[CH:6][CH:5]=[C:4]([NH:10][CH2:11][C:12]2[CH:13]=[N:14][C:15]([C:18]([F:21])([F:20])[F:19])=[CH:16][CH:17]=2)[N:3]=1.C(N(CC)C(C)C)(C)C.[C:31]([O:35][C:36](O[C:36]([O:35][C:31]([CH3:34])([CH3:33])[CH3:32])=[O:37])=[O:37])([CH3:34])([CH3:33])[CH3:32]. The catalyst is O1CCCC1.CN(C)C1C=CN=CC=1. The product is [C:31]([O:35][C:36](=[O:37])[N:10]([C:4]1[CH:5]=[CH:6][C:7]([CH:8]=[O:9])=[C:2]([Cl:1])[N:3]=1)[CH2:11][C:12]1[CH:13]=[N:14][C:15]([C:18]([F:21])([F:19])[F:20])=[CH:16][CH:17]=1)([CH3:34])([CH3:33])[CH3:32]. The yield is 0.836. (2) The reactants are [CH3:1][O:2][C:3]1[CH:4]=[C:5]2[C:10](=[CH:11][C:12]=1[O:13][CH3:14])[N:9]=[CH:8][N:7]=[C:6]2[O:15][C:16]1[CH:22]=[CH:21][C:19]([NH2:20])=[CH:18][CH:17]=1.C(N(CC)CC)C.[C:30](Cl)(Cl)=[S:31].[CH2:34]([N:36]([CH2:40][CH3:41])[CH2:37][CH2:38][NH2:39])[CH3:35]. The catalyst is CN(C)C=O.C(OCC)(=O)C. The product is [CH3:1][O:2][C:3]1[CH:4]=[C:5]2[C:10](=[CH:11][C:12]=1[O:13][CH3:14])[N:9]=[CH:8][N:7]=[C:6]2[O:15][C:16]1[CH:22]=[CH:21][C:19]([NH:20][C:30]([NH:39][CH2:38][CH2:37][N:36]([CH2:40][CH3:41])[CH2:34][CH3:35])=[S:31])=[CH:18][CH:17]=1. The yield is 0.810.